Dataset: Catalyst prediction with 721,799 reactions and 888 catalyst types from USPTO. Task: Predict which catalyst facilitates the given reaction. (1) Reactant: [CH2:1]([OH:5])[CH2:2][C:3]#[CH:4].N1C=CC=CC=1.[C:12]1([CH3:22])[CH:17]=[CH:16][C:15]([S:18](Cl)(=[O:20])=[O:19])=[CH:14][CH:13]=1. Product: [CH3:22][C:12]1[CH:17]=[CH:16][C:15]([S:18]([O:5][CH2:1][CH2:2][C:3]#[CH:4])(=[O:20])=[O:19])=[CH:14][CH:13]=1. The catalyst class is: 2. (2) The catalyst class is: 26. Reactant: [N:1]1([S:7]([N:10]2[CH2:15][CH2:14][O:13][C:12]3[N:16]=[CH:17][C:18]([C:20]([OH:22])=O)=[CH:19][C:11]2=3)(=[O:9])=[O:8])[CH2:6][CH2:5][CH2:4][CH2:3][CH2:2]1.C(Cl)(=O)C([Cl:26])=O.CN(C=O)C.CO. Product: [N:1]1([S:7]([N:10]2[CH2:15][CH2:14][O:13][C:12]3[N:16]=[CH:17][C:18]([C:20]([Cl:26])=[O:22])=[CH:19][C:11]2=3)(=[O:9])=[O:8])[CH2:6][CH2:5][CH2:4][CH2:3][CH2:2]1. (3) Reactant: Cl[C:2]1[C:7]2=[CH:8][N:9]([C:11]3[C:16]([Cl:17])=[CH:15][CH:14]=[CH:13][C:12]=3[Cl:18])[N:10]=[C:6]2[CH:5]=[CH:4][N:3]=1.[NH2:19][C:20]1[N:25]=[CH:24][N:23]=[C:22]([CH:26]([OH:28])[CH3:27])[CH:21]=1.CC1(C)C2C(=C(P(C3C=CC=CC=3)C3C=CC=CC=3)C=CC=2)OC2C(P(C3C=CC=CC=3)C3C=CC=CC=3)=CC=CC1=2.C(=O)([O-])[O-].[Cs+].[Cs+]. Product: [Cl:18][C:12]1[CH:13]=[CH:14][CH:15]=[C:16]([Cl:17])[C:11]=1[N:9]1[CH:8]=[C:7]2[C:2]([NH:19][C:20]3[N:25]=[CH:24][N:23]=[C:22]([CH:26]([OH:28])[CH3:27])[CH:21]=3)=[N:3][CH:4]=[CH:5][C:6]2=[N:10]1. The catalyst class is: 62.